The task is: Predict the reactants needed to synthesize the given product.. This data is from Full USPTO retrosynthesis dataset with 1.9M reactions from patents (1976-2016). (1) Given the product [C:11]([NH:14][C:15]1[CH:25]=[C:19]([C:20]([O:22][CH2:23][CH3:24])=[O:21])[C:18]([C:3]2[CH:4]=[CH:5][CH:6]=[CH:7][C:2]=2[Br:1])=[CH:17][CH:16]=1)(=[O:13])[CH3:12], predict the reactants needed to synthesize it. The reactants are: [Br:1][C:2]1[CH:7]=[CH:6][CH:5]=[CH:4][C:3]=1B(O)O.[C:11]([NH:14][C:15]1[CH:16]=[CH:17][C:18](Br)=[C:19]([CH:25]=1)[C:20]([O:22][CH2:23][CH3:24])=[O:21])(=[O:13])[CH3:12].C(=O)([O-])[O-].[K+].[K+].C1(C)C=CC=CC=1.C(O)C. (2) Given the product [NH2:13][C@H:14]1[CH2:16][N:23]2[C:25]3[C:60]([C:21]([CH2:20][C:9]([O:11][CH2:63][CH2:64][CH3:69])=[O:10])=[C:22]2[CH2:79][CH2:15]1)=[CH:30][CH:28]=[CH:27][CH:26]=3, predict the reactants needed to synthesize it. The reactants are: P([O-])([O-])([O-])=O.[Na+].[Na+].[Na+].[CH:9]([O-:11])=[O:10].[Na+].[NH2:13][C@@H:14]([C:16](O)=O)[CH3:15].C1C=[N+:23]([C@@H:25]2O[C@H:28]([CH2:30]OP(OP(OC[C@H]3O[C@@H](N4C5N=CN=C(N)C=5N=C4)[C@H](O)[C@@H]3O)(O)=O)([O-])=O)[C@@H:27](O)[C@H:26]2O)[CH:22]=[C:21]([C:60](N)=O)[CH:20]=1.[CH3:63][C:64]1[C:69](O)=C(C=O)C(COP(O)(O)=O)=CN=1.[C:79]([O-])(=O)C(C)O.C([O-])=O.Cl.